From a dataset of Forward reaction prediction with 1.9M reactions from USPTO patents (1976-2016). Predict the product of the given reaction. Given the reactants Cl[C:2]1[N:7]=[C:6]([NH:8][C:9]([C:11]2([C:14]3[CH:15]=[CH:16][C:17]4[O:21][CH2:20][CH2:19][C:18]=4[CH:22]=3)[CH2:13][CH2:12]2)=[O:10])[CH:5]=[CH:4][C:3]=1[CH3:23].[CH3:24][O:25][C:26]1[CH:31]=[C:30](B(O)O)[CH:29]=[CH:28][N:27]=1.C(=O)([O-])[O-].[Na+].[Na+], predict the reaction product. The product is: [O:21]1[C:17]2[CH:16]=[CH:15][C:14]([C:11]3([C:9]([NH:8][C:6]4[N:7]=[C:2]([C:30]5[CH:29]=[CH:28][N:27]=[C:26]([O:25][CH3:24])[CH:31]=5)[C:3]([CH3:23])=[CH:4][CH:5]=4)=[O:10])[CH2:13][CH2:12]3)=[CH:22][C:18]=2[CH2:19][CH2:20]1.